Predict the reactants needed to synthesize the given product. From a dataset of Full USPTO retrosynthesis dataset with 1.9M reactions from patents (1976-2016). (1) Given the product [CH3:1][N:2]1[C:6]2[CH:7]=[CH:8][C:9]([B:11]3[O:12][C:13]([CH3:19])([CH3:18])[C:14]([CH3:16])([CH3:17])[O:15]3)=[CH:10][C:5]=2[N:4]([CH3:23])[C:3]1=[O:20], predict the reactants needed to synthesize it. The reactants are: [CH3:1][N:2]1[C:6]2[CH:7]=[CH:8][C:9]([B:11]3[O:15][C:14]([CH3:17])([CH3:16])[C:13]([CH3:19])([CH3:18])[O:12]3)=[CH:10][C:5]=2[NH:4][C:3]1=[O:20].IC.[C:23]([O-])([O-])=O.[K+].[K+]. (2) Given the product [OH:25][CH2:24][C:23]([NH:22][C:18]([C:14]1[S:13][C:12](/[CH:11]=[CH:10]/[C:9]2[C:5]([CH2:1][CH2:2][CH2:3][CH3:4])=[N:6][O:7][C:8]=2[CH3:21])=[N:16][C:15]=1[CH3:17])=[O:20])([CH3:27])[CH3:26], predict the reactants needed to synthesize it. The reactants are: [CH2:1]([C:5]1[C:9](/[CH:10]=[CH:11]/[C:12]2[S:13][C:14]([C:18]([OH:20])=O)=[C:15]([CH3:17])[N:16]=2)=[C:8]([CH3:21])[O:7][N:6]=1)[CH2:2][CH2:3][CH3:4].[NH2:22][C:23]([CH3:27])([CH3:26])[CH2:24][OH:25]. (3) Given the product [NH2:1][C:4]1[CH:5]=[CH:6][C:7]([N:10]2[CH2:11][CH2:12][N:13]([C:16]([C:18]3[CH:23]=[CH:22][CH:21]=[CH:20][C:19]=3[C:24]([F:27])([F:26])[F:25])=[O:17])[CH2:14][CH2:15]2)=[N:8][CH:9]=1, predict the reactants needed to synthesize it. The reactants are: [N+:1]([C:4]1[CH:5]=[CH:6][C:7]([N:10]2[CH2:15][CH2:14][N:13]([C:16]([C:18]3[CH:23]=[CH:22][CH:21]=[CH:20][C:19]=3[C:24]([F:27])([F:26])[F:25])=[O:17])[CH2:12][CH2:11]2)=[N:8][CH:9]=1)([O-])=O.[H][H].